Dataset: Full USPTO retrosynthesis dataset with 1.9M reactions from patents (1976-2016). Task: Predict the reactants needed to synthesize the given product. (1) Given the product [CH:1]1([C:4]2[N:5]=[C:6]3[CH:11]=[CH:10][C:9]([NH:12][C:27](=[O:28])[CH2:26][CH2:25][C:22]4[CH:21]=[CH:20][C:19]([C:18]([F:30])([F:31])[F:17])=[CH:24][CH:23]=4)=[CH:8][N:7]3[C:15]=2[CH3:16])[CH2:3][CH2:2]1, predict the reactants needed to synthesize it. The reactants are: [CH:1]1([C:4]2[N:5]=[C:6]3[CH:11]=[CH:10][C:9]([N+:12]([O-])=O)=[CH:8][N:7]3[C:15]=2[CH3:16])[CH2:3][CH2:2]1.[F:17][C:18]([F:31])([F:30])[C:19]1[CH:24]=[CH:23][C:22]([CH2:25][CH2:26][C:27](O)=[O:28])=[CH:21][CH:20]=1. (2) Given the product [ClH:8].[Cl:8][C:9]1[CH:10]=[C:11]([CH:22]=[CH:23][C:24]=1[Cl:25])[O:12][CH:13]1[CH2:14][CH2:15][N:16]([CH2:19][CH2:20][NH:21][C:56](=[O:57])[C:55]2[CH:59]=[CH:60][CH:61]=[C:53]([O:52][CH2:50][CH3:51])[CH:54]=2)[CH2:17][CH2:18]1, predict the reactants needed to synthesize it. The reactants are: FC(F)(F)C(O)=O.[Cl:8][C:9]1[CH:10]=[C:11]([CH:22]=[CH:23][C:24]=1[Cl:25])[O:12][CH:13]1[CH2:18][CH2:17][N:16]([CH2:19][CH2:20][NH2:21])[CH2:15][CH2:14]1.C1CN([P+](Br)(N2CCCC2)N2CCCC2)CC1.F[P-](F)(F)(F)(F)F.[CH2:50]([O:52][C:53]1[CH:54]=[C:55]([CH:59]=[CH:60][CH:61]=1)[C:56](O)=[O:57])[CH3:51].C(N(CC)C(C)C)(C)C.C([O-])(O)=O.[Na+].Cl. (3) Given the product [OH:15][C:16]1[C:17]([C:18]#[N:19])=[CH:20][N:11]=[C:10]([S:9][CH3:8])[N:12]=1, predict the reactants needed to synthesize it. The reactants are: [OH-].[K+].S(O)(O)(=O)=O.[CH3:8][S:9][C:10](=[NH:12])[NH2:11].C([O:15][C:16](=O)[C:17](=[CH:20]OCC)[C:18]#[N:19])C.O=P12OP3(OP(OP(O3)(O1)=O)(=O)O2)=O. (4) Given the product [CH3:10][O:11][C:12]1[CH:19]=[CH:18][C:15]([CH2:16][NH:17][C:2]2[C:7]([C:8]#[N:9])=[CH:6][N:5]=[CH:4][CH:3]=2)=[CH:14][CH:13]=1, predict the reactants needed to synthesize it. The reactants are: Cl[C:2]1[C:7]([C:8]#[N:9])=[CH:6][N:5]=[CH:4][CH:3]=1.[CH3:10][O:11][C:12]1[CH:19]=[CH:18][C:15]([CH2:16][NH2:17])=[CH:14][CH:13]=1.C(=O)([O-])[O-].[K+].[K+]. (5) The reactants are: [NH2:1][C:2]1[C:3]2[C:13](=[O:14])[N:12]([C:15]3[CH:20]=[CH:19][C:18]([C:21]([CH3:25])([CH3:24])[CH:22]=[O:23])=[CH:17][CH:16]=3)[CH2:11][CH2:10][C:4]=2[N:5]=[C:6]([O:8][CH3:9])[N:7]=1.[C:26]([Mg]Br)#[CH:27]. Given the product [NH2:1][C:2]1[C:3]2[C:13](=[O:14])[N:12]([C:15]3[CH:20]=[CH:19][C:18]([C:21]([CH3:25])([CH:22]([OH:23])[C:26]#[CH:27])[CH3:24])=[CH:17][CH:16]=3)[CH2:11][CH2:10][C:4]=2[N:5]=[C:6]([O:8][CH3:9])[N:7]=1, predict the reactants needed to synthesize it. (6) Given the product [OH:23][C:22]1[C:4]([N+:1]([O-:3])=[O:2])=[C:5]2[S:6][CH2:7][CH2:8][N:9]2[C:20](=[O:19])[C:21]=1[CH3:34], predict the reactants needed to synthesize it. The reactants are: [N+:1]([CH:4]=[C:5]1[NH:9][CH2:8][CH2:7][S:6]1)([O-:3])=[O:2].ClC1C=C(Cl)C=C(Cl)C=1[O:19][C:20](=O)[CH:21]([CH3:34])[C:22](OC1C(Cl)=CC(Cl)=CC=1Cl)=[O:23].C(OC(=O)C)C.